From a dataset of Catalyst prediction with 721,799 reactions and 888 catalyst types from USPTO. Predict which catalyst facilitates the given reaction. (1) Reactant: [C:1]1(C)[CH:6]=[CH:5][CH:4]=[CH:3][CH:2]=1.C(=O)([O-])[O-].[Cs+].[Cs+].[CH3:14][O:15][C:16](=[O:28])[C:17]1[C:22]([F:23])=[C:21]([F:24])[C:20](Br)=[C:19]([F:26])[C:18]=1[F:27].C1(B(O)O)C=CC=CC=1. Product: [CH3:14][O:15][C:16]([C:17]1[C:22]([F:23])=[C:21]([F:24])[C:20]([C:1]2[CH:6]=[CH:5][CH:4]=[CH:3][CH:2]=2)=[C:19]([F:26])[C:18]=1[F:27])=[O:28]. The catalyst class is: 6. (2) Reactant: [Br:1][C:2]1[CH:10]=[C:9]([CH3:11])[CH:8]=[CH:7][C:3]=1[C:4]([OH:6])=[O:5].[Br:12]N1C(=O)CCC1=O.CC(N=NC(C#N)(C)C)(C#N)C. Product: [Br:1][C:2]1[CH:10]=[C:9]([CH2:11][Br:12])[CH:8]=[CH:7][C:3]=1[C:4]([OH:6])=[O:5]. The catalyst class is: 26. (3) Reactant: [H-].[Na+].[C:3]([O:11][CH2:12][CH3:13])(=[O:10])[CH2:4][C:5]([O:7][CH2:8][CH3:9])=[O:6].Cl[CH2:15][CH2:16][CH2:17][C:18]1[CH:23]=[CH:22][N:21]=[CH:20][CH:19]=1.O. Product: [N:21]1[CH:22]=[CH:23][C:18]([CH2:17][CH2:16][CH2:15][CH:4]([C:5]([O:7][CH2:8][CH3:9])=[O:6])[C:3]([O:11][CH2:12][CH3:13])=[O:10])=[CH:19][CH:20]=1. The catalyst class is: 3. (4) Reactant: [Cl:1][C:2]1[CH:3]=[CH:4][C:5]([C:8]2[NH:9][C:10]([CH:13]([C:21]3[CH:26]=[CH:25][C:24](SC)=[CH:23][N:22]=3)[CH2:14][CH:15]3[CH2:20][CH2:19][O:18][CH2:17][CH2:16]3)=[CH:11][CH:12]=2)=[N:6][CH:7]=1.O1CCC[CH2:30]1.O.O[O:36][S:37]([O-:39])=O.[K+]. Product: [Cl:1][C:2]1[CH:3]=[CH:4][C:5]([C:8]2[NH:9][C:10]([CH:13]([C:21]3[CH:26]=[CH:25][C:24]([S:37]([CH3:30])(=[O:39])=[O:36])=[CH:23][N:22]=3)[CH2:14][CH:15]3[CH2:16][CH2:17][O:18][CH2:19][CH2:20]3)=[CH:11][CH:12]=2)=[N:6][CH:7]=1. The catalyst class is: 370. (5) Reactant: [BH4-].[Li+].[NH:3]1[C:11]2[C:6](=[CH:7][C:8]([C:12]([NH:14][CH:15]3[CH2:20][CH2:19][CH:18]([C:21](OC)=[O:22])[CH2:17][CH2:16]3)=[O:13])=[CH:9][CH:10]=2)[CH:5]=[N:4]1.[OH-].[Na+]. Product: [OH:22][CH2:21][CH:18]1[CH2:19][CH2:20][CH:15]([NH:14][C:12]([C:8]2[CH:7]=[C:6]3[C:11](=[CH:10][CH:9]=2)[NH:3][N:4]=[CH:5]3)=[O:13])[CH2:16][CH2:17]1. The catalyst class is: 7.